This data is from Reaction yield outcomes from USPTO patents with 853,638 reactions. The task is: Predict the reaction yield, written as a fraction of the theoretical maximum amount of product (1.0 means a 100% yield; for example, 0.34 means a 34% yield). (1) The reactants are [CH:1]([C:3]1[CH:4]=[C:5]([CH:22]=[CH:23][C:24]=1[CH3:25])[C:6]([N:8]1[CH2:13][CH2:12][CH:11]([C:14]2[CH:21]=[CH:20][C:17]([C:18]#[N:19])=[CH:16][CH:15]=2)[CH2:10][CH2:9]1)=[O:7])=[O:2].[O-:26][Mn](=O)(=O)=O.[K+]. The catalyst is C1COCC1.O. The product is [C:18]([C:17]1[CH:16]=[CH:15][C:14]([CH:11]2[CH2:12][CH2:13][N:8]([C:6]([C:5]3[CH:22]=[CH:23][C:24]([CH3:25])=[C:3]([CH:4]=3)[C:1]([OH:26])=[O:2])=[O:7])[CH2:9][CH2:10]2)=[CH:21][CH:20]=1)#[N:19]. The yield is 0.800. (2) The reactants are [CH2:1]([C:4]1[C:13]([OH:14])=[C:12]2[C:7]([CH:8]=[CH:9][CH:10]=[N:11]2)=[C:6]([Cl:15])[CH:5]=1)[CH:2]=[CH2:3].C(=O)([O-])[O-].[K+].[K+].[CH2:22](Br)[C:23]1[CH:28]=[CH:27][CH:26]=[CH:25][CH:24]=1. The catalyst is CC(C)=O.C(OCC)C. The product is [CH2:1]([C:4]1[C:13]([O:14][CH2:22][C:23]2[CH:28]=[CH:27][CH:26]=[CH:25][CH:24]=2)=[C:12]2[C:7]([CH:8]=[CH:9][CH:10]=[N:11]2)=[C:6]([Cl:15])[CH:5]=1)[CH:2]=[CH2:3]. The yield is 0.940. (3) The reactants are [C:1]1([C:7]2[NH:11][CH:10]=[C:9]([C:12](OCC)=[O:13])[CH:8]=2)[CH:6]=[CH:5][CH:4]=[CH:3][CH:2]=1.[H-].C([Al+]CC(C)C)C(C)C.O. The catalyst is O1CCCC1.C1(C)C=CC=CC=1. The product is [C:1]1([C:7]2[NH:11][CH:10]=[C:9]([CH2:12][OH:13])[CH:8]=2)[CH:6]=[CH:5][CH:4]=[CH:3][CH:2]=1. The yield is 0.870.